Predict the reaction yield, written as a fraction of the theoretical maximum amount of product (1.0 means a 100% yield; for example, 0.34 means a 34% yield). From a dataset of Reaction yield outcomes from USPTO patents with 853,638 reactions. (1) The reactants are [OH:1][C:2]1[CH:3]=[C:4]([CH:15]=[CH:16][C:17]=1[O:18][CH3:19])[CH:5]=[C:6]([C:11]([O:13][CH3:14])=[O:12])[C:7]([O:9][CH3:10])=[O:8]. The catalyst is CO.[Pd]. The product is [OH:1][C:2]1[CH:3]=[C:4]([CH:15]=[CH:16][C:17]=1[O:18][CH3:19])[CH2:5][CH:6]([C:11]([O:13][CH3:14])=[O:12])[C:7]([O:9][CH3:10])=[O:8]. The yield is 0.935. (2) The reactants are Br[C:2]1[CH:3]=[C:4]2[C:9](=[CH:10][CH:11]=1)[N:8]([C:12](=O)[CH2:13]Cl)[CH2:7][CH2:6][CH2:5]2.CN(C)CCN1[C:28]2[C:23](=CC([N+]([O-])=O)=C[CH:27]=2)CC1.[C:33]([OH:36])(=O)[CH3:34].[BH3-]C#N.[Na+].[OH-:41].[Na+]. The catalyst is CO. The product is [O:41]1[C:23]2([CH2:5][CH2:6][CH:7]([N:8]3[C:9]4[C:4](=[CH:3][CH:2]=[CH:11][CH:10]=4)[CH2:13][CH2:12]3)[CH2:27][CH2:28]2)[O:36][CH2:33][CH2:34]1. The yield is 0.810. (3) The reactants are C[O:2][C:3]1[CH:4]=[C:5]2[C:10](=[CH:11][CH:12]=1)[C:9]([C:13]([C:15]1[CH:20]=[CH:19][C:18]([O:21][CH2:22][CH2:23][N:24]3[CH2:29][CH2:28][CH2:27][CH2:26][CH2:25]3)=[CH:17][CH:16]=1)=[O:14])=[C:8]([C:30]1[C:35]([F:36])=[CH:34][C:33]([F:37])=[CH:32][C:31]=1[F:38])[CH:7]=[CH:6]2.Cl.C(=O)(O)[O-].[Na+].CO. The catalyst is ClCCl. The product is [OH:2][C:3]1[CH:4]=[C:5]2[C:10](=[CH:11][CH:12]=1)[C:9]([C:13]([C:15]1[CH:20]=[CH:19][C:18]([O:21][CH2:22][CH2:23][N:24]3[CH2:25][CH2:26][CH2:27][CH2:28][CH2:29]3)=[CH:17][CH:16]=1)=[O:14])=[C:8]([C:30]1[C:35]([F:36])=[CH:34][C:33]([F:37])=[CH:32][C:31]=1[F:38])[CH:7]=[CH:6]2. The yield is 0.700. (4) The reactants are [CH2:1]([N:5]([CH2:32][CH:33]([CH3:35])[CH3:34])[C:6]1[CH:11]=[CH:10][C:9]([C:12]2[CH2:16][CH2:15][CH2:14][C:13]=2[C:17]([O:19]C)=[O:18])=[CH:8][C:7]=1[NH:21][C:22]([NH:24][C:25]1[CH:30]=[CH:29][C:28]([CH3:31])=[CH:27][CH:26]=1)=[O:23])[CH:2]([CH3:4])[CH3:3].[H][H].[OH-].[Na+]. The catalyst is C(Cl)Cl.CO.[Pd]. The product is [CH2:1]([N:5]([CH2:32][CH:33]([CH3:35])[CH3:34])[C:6]1[CH:11]=[CH:10][C:9]([CH:12]2[CH2:16][CH2:15][CH2:14][CH:13]2[C:17]([OH:19])=[O:18])=[CH:8][C:7]=1[NH:21][C:22]([NH:24][C:25]1[CH:30]=[CH:29][C:28]([CH3:31])=[CH:27][CH:26]=1)=[O:23])[CH:2]([CH3:4])[CH3:3]. The yield is 0.100. (5) The reactants are [C:1]([O:5][C:6]([N:8]1[CH2:13][CH2:12][N:11]([C:14]2[CH:19]=[CH:18][C:17]([NH:20][C:21]3[N:22]=[CH:23][C:24]4[CH:30]=[CH:29][C:28]([NH2:31])=[N:27][C:25]=4[N:26]=3)=[CH:16][CH:15]=2)[CH2:10][CH2:9]1)=[O:7])([CH3:4])([CH3:3])[CH3:2].[H-].[Na+].[C:34]([N:41]1[CH:45]=[CH:44]N=C1)(N1C=CN=C1)=[O:35].[CH:46]1(N)[CH2:50]CC[CH2:47]1. The catalyst is CN(C)C=O.O. The product is [C:1]([O:5][C:6]([N:8]1[CH2:13][CH2:12][N:11]([C:14]2[CH:19]=[CH:18][C:17]([NH:20][C:21]3[N:22]=[CH:23][C:24]4[CH:30]=[CH:29][C:28]([NH:31][C:34]([NH:41][CH:45]5[CH2:44][CH2:50][CH2:46][CH2:47]5)=[O:35])=[N:27][C:25]=4[N:26]=3)=[CH:16][CH:15]=2)[CH2:10][CH2:9]1)=[O:7])([CH3:4])([CH3:2])[CH3:3]. The yield is 0.604. (6) The reactants are [CH3:1][C:2]([CH3:14])([CH3:13])[C:3]([NH:5][C:6]1[CH:11]=[CH:10][CH:9]=[CH:8][C:7]=1[CH3:12])=O.[Li]CCCC.[NH4+].[Cl-]. The catalyst is C1COCC1. The product is [C:2]([C:3]1[NH:5][C:6]2[C:7]([CH:12]=1)=[CH:8][CH:9]=[CH:10][CH:11]=2)([CH3:14])([CH3:13])[CH3:1]. The yield is 0.880. (7) The reactants are [C:1]([O:5][C:6]([N:8]1[CH2:12][CH2:11][C@@H:10]([N:13]2[C:21](=O)[C:20]3[C:15](=[CH:16][CH:17]=[C:18]([Cl:23])[CH:19]=3)[C:14]2=O)[CH2:9]1)=[O:7])([CH3:4])([CH3:3])[CH3:2].[H-].[H-].[H-].[H-].[Li+].[Al+3].[Al+3].[Cl-].[Cl-].[Cl-]. The catalyst is CCOCC. The product is [C:1]([O:5][C:6]([N:8]1[CH2:12][CH2:11][C@@H:10]([N:13]2[CH2:21][C:20]3[C:15](=[CH:16][CH:17]=[C:18]([Cl:23])[CH:19]=3)[CH2:14]2)[CH2:9]1)=[O:7])([CH3:4])([CH3:2])[CH3:3]. The yield is 0.410. (8) The reactants are Br[C:2]1[C:6]2[CH:7]=[C:8]([C:11]3[O:12][C:13]([CH3:16])=[N:14][N:15]=3)[CH:9]=[CH:10][C:5]=2[O:4][CH:3]=1.[F:17][C:18]1[CH:23]=[CH:22][C:21](B(O)O)=[CH:20][CH:19]=1.C(=O)([O-])[O-].[Na+].[Na+].COCCOC. The catalyst is C(OCC)(=O)C.C1C=CC([P]([Pd]([P](C2C=CC=CC=2)(C2C=CC=CC=2)C2C=CC=CC=2)([P](C2C=CC=CC=2)(C2C=CC=CC=2)C2C=CC=CC=2)[P](C2C=CC=CC=2)(C2C=CC=CC=2)C2C=CC=CC=2)(C2C=CC=CC=2)C2C=CC=CC=2)=CC=1.O. The product is [F:17][C:18]1[CH:23]=[CH:22][C:21]([C:2]2[C:6]3[CH:7]=[C:8]([C:11]4[O:12][C:13]([CH3:16])=[N:14][N:15]=4)[CH:9]=[CH:10][C:5]=3[O:4][CH:3]=2)=[CH:20][CH:19]=1. The yield is 0.690. (9) The reactants are C[O:2][C:3](=[O:28])[C:4]([NH:7][C:8]([C:10]1[CH:19]=[CH:18][C:17]2[C:12](=[CH:13][CH:14]=[CH:15][CH:16]=2)[C:11]=1[C:20]#[C:21][C:22]1[CH:27]=[CH:26][CH:25]=[CH:24][CH:23]=1)=[O:9])([CH3:6])[CH3:5].O.O[Li].O. The catalyst is CO. The product is [C:22]1([C:21]#[C:20][C:11]2[C:12]3[C:17](=[CH:16][CH:15]=[CH:14][CH:13]=3)[CH:18]=[CH:19][C:10]=2[C:8]([NH:7][C:4]([CH3:6])([CH3:5])[C:3]([OH:28])=[O:2])=[O:9])[CH:23]=[CH:24][CH:25]=[CH:26][CH:27]=1. The yield is 0.890.